Dataset: Full USPTO retrosynthesis dataset with 1.9M reactions from patents (1976-2016). Task: Predict the reactants needed to synthesize the given product. Given the product [C:29]([C:27]1[N:28]=[C:24]([NH:23][C:20]2[CH:21]=[CH:22][C:17]([S:14]([NH:13][C:33]3[S:34][CH:35]=[CH:36][N:37]=3)(=[O:16])=[O:15])=[N:18][CH:19]=2)[S:25][CH:26]=1)([CH3:32])([CH3:30])[CH3:31], predict the reactants needed to synthesize it. The reactants are: FC(F)(F)C(O)=O.COC1C=C(OC)C=CC=1C[N:13]([C:33]1[S:34][CH:35]=[CH:36][N:37]=1)[S:14]([C:17]1[CH:22]=[CH:21][C:20]([NH:23][C:24]2[S:25][CH:26]=[C:27]([C:29]([CH3:32])([CH3:31])[CH3:30])[N:28]=2)=[CH:19][N:18]=1)(=[O:16])=[O:15].C(Cl)Cl.